This data is from Reaction yield outcomes from USPTO patents with 853,638 reactions. The task is: Predict the reaction yield, written as a fraction of the theoretical maximum amount of product (1.0 means a 100% yield; for example, 0.34 means a 34% yield). (1) The reactants are [N:1]1[CH:6]=[CH:5][CH:4]=[CH:3][C:2]=1[OH:7].I[C:9]1[CH:15]=[CH:14][C:12]([NH2:13])=[CH:11][CH:10]=1.N1C2C(=CC=CC=2O)C=CC=1.C([O-])([O-])=O.[Cs+].[Cs+]. The catalyst is CS(C)=O.[Cu]I. The product is [NH2:13][C:12]1[CH:14]=[CH:15][C:9]([N:1]2[CH:6]=[CH:5][CH:4]=[CH:3][C:2]2=[O:7])=[CH:10][CH:11]=1. The yield is 0.398. (2) The reactants are [CH2:1]([NH:3][C:4]1[CH:9]=[CH:8][CH:7]=[CH:6][CH:5]=1)[CH3:2].C(N(CC)CC)C.Br[CH2:18][CH2:19][CH2:20][C:21]([O:23][CH2:24][CH3:25])=[O:22]. The catalyst is C(OCC)(=O)C. The product is [CH2:1]([N:3]([C:4]1[CH:9]=[CH:8][CH:7]=[CH:6][CH:5]=1)[CH2:18][CH2:19][CH2:20][C:21]([O:23][CH2:24][CH3:25])=[O:22])[CH3:2]. The yield is 0.770. (3) The reactants are [S:1]([N:11]1[C:15]2[N:16]=[CH:17][C:18]3[N:19]([C:20]([C:23]45[CH2:30][CH2:29][C:26]([NH2:31])([CH2:27][CH2:28]4)[CH2:25][CH2:24]5)=[N:21][N:22]=3)[C:14]=2[CH:13]=[CH:12]1)([C:4]1[CH:10]=[CH:9][C:7]([CH3:8])=[CH:6][CH:5]=1)(=[O:3])=[O:2].FC(F)(F)S([O-])(=O)=O.[F:40][C:41]1([F:54])[CH2:44][N:43]([S:45](N2C=C[N+](C)=C2)(=[O:47])=[O:46])[CH2:42]1. The catalyst is CC#N. The product is [F:40][C:41]1([F:54])[CH2:44][N:43]([S:45]([NH:31][C:26]23[CH2:29][CH2:30][C:23]([C:20]4[N:19]5[C:14]6[CH:13]=[CH:12][N:11]([S:1]([C:4]7[CH:10]=[CH:9][C:7]([CH3:8])=[CH:6][CH:5]=7)(=[O:3])=[O:2])[C:15]=6[N:16]=[CH:17][C:18]5=[N:22][N:21]=4)([CH2:28][CH2:27]2)[CH2:24][CH2:25]3)(=[O:47])=[O:46])[CH2:42]1. The yield is 0.380. (4) The reactants are [O:1]1[C:5]2[CH:6]=[CH:7][C:8]([C:10]3[S:11][CH:12]=[C:13]([C:15]([OH:17])=O)[N:14]=3)=[CH:9][C:4]=2[CH2:3][CH2:2]1.[NH:18]1[CH:22]=[N:21][C:20]([NH2:23])=[N:19]1.CN(C(ON1N=NC2C=CC=CC1=2)=[N+](C)C)C.F[P-](F)(F)(F)(F)F.CCN(C(C)C)C(C)C. The catalyst is N1C=CC=CC=1. The product is [O:1]1[C:5]2[CH:6]=[CH:7][C:8]([C:10]3[S:11][CH:12]=[C:13]([C:15]([NH:23][C:20]4[N:21]=[CH:22][NH:18][N:19]=4)=[O:17])[N:14]=3)=[CH:9][C:4]=2[CH2:3][CH2:2]1. The yield is 0.570. (5) The reactants are C[N:2]1[CH2:7][CH2:6][CH:5]([CH2:8][CH2:9]CCOC2C=C(C=CC=2)C=O)[CH2:4][CH2:3]1.[CH3:21][N:22]1[CH2:27][CH2:26][CH:25]([CH2:28][CH2:29][CH2:30][CH2:31][O:32][C:33]2[CH:34]=[C:35]([CH:38]=[CH:39][CH:40]=2)[C:36]#[N:37])[CH2:24][CH2:23]1.[CH3:41]C(C[AlH]CC(C)C)C.OS(O)(=O)=O.[OH-].[Na+].C(C(C(C([O-])=O)O)O)([O-])=O.[K+].[Na+].[CH2:69]([Cl:71])Cl. The catalyst is C1(C)C=CC=CC=1.CO. The product is [Cl:71][C:69]1[CH:3]=[CH:4][C:5]([C:6]2[N:37]=[C:36]([C:35]3[CH:34]=[C:33]([CH:40]=[CH:39][CH:38]=3)[O:32][CH2:31][CH2:30][CH2:29][CH2:28][CH:25]3[CH2:24][CH2:23][N:22]([CH3:21])[CH2:27][CH2:26]3)[NH:2][C:7]=2[CH3:41])=[CH:8][CH:9]=1. The yield is 0.660.